Dataset: NCI-60 drug combinations with 297,098 pairs across 59 cell lines. Task: Regression. Given two drug SMILES strings and cell line genomic features, predict the synergy score measuring deviation from expected non-interaction effect. (1) Synergy scores: CSS=23.7, Synergy_ZIP=-9.26, Synergy_Bliss=-3.61, Synergy_Loewe=-3.63, Synergy_HSA=0.474. Cell line: HCC-2998. Drug 1: COC1=NC(=NC2=C1N=CN2C3C(C(C(O3)CO)O)O)N. Drug 2: CC1=C(N=C(N=C1N)C(CC(=O)N)NCC(C(=O)N)N)C(=O)NC(C(C2=CN=CN2)OC3C(C(C(C(O3)CO)O)O)OC4C(C(C(C(O4)CO)O)OC(=O)N)O)C(=O)NC(C)C(C(C)C(=O)NC(C(C)O)C(=O)NCCC5=NC(=CS5)C6=NC(=CS6)C(=O)NCCC[S+](C)C)O. (2) Drug 1: CC(C)NC(=O)C1=CC=C(C=C1)CNNC.Cl. Drug 2: N.N.Cl[Pt+2]Cl. Cell line: SK-OV-3. Synergy scores: CSS=35.0, Synergy_ZIP=-7.64, Synergy_Bliss=1.98, Synergy_Loewe=-6.00, Synergy_HSA=1.05. (3) Drug 1: CC1=CC2C(CCC3(C2CCC3(C(=O)C)OC(=O)C)C)C4(C1=CC(=O)CC4)C. Drug 2: CN(C(=O)NC(C=O)C(C(C(CO)O)O)O)N=O. Cell line: HS 578T. Synergy scores: CSS=-2.57, Synergy_ZIP=1.37, Synergy_Bliss=-0.369, Synergy_Loewe=-6.07, Synergy_HSA=-6.10. (4) Cell line: NCI-H226. Synergy scores: CSS=-7.34, Synergy_ZIP=3.93, Synergy_Bliss=-0.0491, Synergy_Loewe=-8.60, Synergy_HSA=-8.28. Drug 2: C1=NNC2=C1C(=O)NC=N2. Drug 1: C1=NC2=C(N=C(N=C2N1C3C(C(C(O3)CO)O)O)F)N. (5) Drug 1: C1CN1P(=S)(N2CC2)N3CC3. Drug 2: CCN(CC)CCCC(C)NC1=C2C=C(C=CC2=NC3=C1C=CC(=C3)Cl)OC. Cell line: SK-MEL-5. Synergy scores: CSS=22.0, Synergy_ZIP=-5.53, Synergy_Bliss=-2.12, Synergy_Loewe=-4.57, Synergy_HSA=-1.64.